From a dataset of NCI-60 drug combinations with 297,098 pairs across 59 cell lines. Regression. Given two drug SMILES strings and cell line genomic features, predict the synergy score measuring deviation from expected non-interaction effect. (1) Drug 1: C1=NC2=C(N=C(N=C2N1C3C(C(C(O3)CO)O)O)F)N. Drug 2: C1CC(=O)NC(=O)C1N2C(=O)C3=CC=CC=C3C2=O. Cell line: RXF 393. Synergy scores: CSS=-2.57, Synergy_ZIP=0.964, Synergy_Bliss=-2.55, Synergy_Loewe=-4.23, Synergy_HSA=-5.30. (2) Drug 1: C1=CC(=C2C(=C1NCCNCCO)C(=O)C3=C(C=CC(=C3C2=O)O)O)NCCNCCO. Drug 2: CC1OCC2C(O1)C(C(C(O2)OC3C4COC(=O)C4C(C5=CC6=C(C=C35)OCO6)C7=CC(=C(C(=C7)OC)O)OC)O)O. Synergy scores: CSS=59.1, Synergy_ZIP=3.28, Synergy_Bliss=5.80, Synergy_Loewe=-17.5, Synergy_HSA=9.77. Cell line: SK-OV-3. (3) Drug 1: C1CCC(C1)C(CC#N)N2C=C(C=N2)C3=C4C=CNC4=NC=N3. Drug 2: C1=CC(=CC=C1CCCC(=O)O)N(CCCl)CCCl. Cell line: HOP-62. Synergy scores: CSS=27.8, Synergy_ZIP=2.19, Synergy_Bliss=-4.04, Synergy_Loewe=-8.13, Synergy_HSA=-5.57. (4) Drug 1: CC1=C(C=C(C=C1)NC2=NC=CC(=N2)N(C)C3=CC4=NN(C(=C4C=C3)C)C)S(=O)(=O)N.Cl. Drug 2: CCC1(CC2CC(C3=C(CCN(C2)C1)C4=CC=CC=C4N3)(C5=C(C=C6C(=C5)C78CCN9C7C(C=CC9)(C(C(C8N6C)(C(=O)OC)O)OC(=O)C)CC)OC)C(=O)OC)O.OS(=O)(=O)O. Cell line: HT29. Synergy scores: CSS=45.3, Synergy_ZIP=2.79, Synergy_Bliss=2.31, Synergy_Loewe=-56.2, Synergy_HSA=0.403.